This data is from NCI-60 drug combinations with 297,098 pairs across 59 cell lines. The task is: Regression. Given two drug SMILES strings and cell line genomic features, predict the synergy score measuring deviation from expected non-interaction effect. (1) Drug 1: CC(C1=C(C=CC(=C1Cl)F)Cl)OC2=C(N=CC(=C2)C3=CN(N=C3)C4CCNCC4)N. Drug 2: CCC(=C(C1=CC=CC=C1)C2=CC=C(C=C2)OCCN(C)C)C3=CC=CC=C3.C(C(=O)O)C(CC(=O)O)(C(=O)O)O. Cell line: OVCAR-5. Synergy scores: CSS=-2.79, Synergy_ZIP=-2.40, Synergy_Bliss=-9.42, Synergy_Loewe=-12.6, Synergy_HSA=-10.6. (2) Drug 1: C1=NNC2=C1C(=O)NC=N2. Drug 2: CC1=C(C(=O)C2=C(C1=O)N3CC4C(C3(C2COC(=O)N)OC)N4)N. Cell line: ACHN. Synergy scores: CSS=48.2, Synergy_ZIP=-2.76, Synergy_Bliss=-0.949, Synergy_Loewe=-27.0, Synergy_HSA=-1.49.